This data is from Forward reaction prediction with 1.9M reactions from USPTO patents (1976-2016). The task is: Predict the product of the given reaction. (1) Given the reactants [CH3:1][N:2]([CH2:12][CH2:13][OH:14])[C:3]1[CH:8]=[CH:7][C:6]([N+:9]([O-])=O)=[CH:5][CH:4]=1, predict the reaction product. The product is: [NH2:9][C:6]1[CH:5]=[CH:4][C:3]([N:2]([CH3:1])[CH2:12][CH2:13][OH:14])=[CH:8][CH:7]=1. (2) Given the reactants [C:9](O[C:9]([O:11][C:12]([CH3:15])([CH3:14])C)=[O:10])([O:11][C:12](C)([CH3:15])[CH3:14])=[O:10].[CH2:16]([C:24]1[CH:30]=[CH:29][C:27]([NH2:28])=[CH:26][CH:25]=1)[C:17]1[CH:23]=[CH:22][C:20]([NH2:21])=[CH:19][CH:18]=1, predict the reaction product. The product is: [CH3:15][CH:12]([O:11][C:9]([NH:21][C:20]1[CH:19]=[CH:18][C:17]([CH2:16][C:24]2[CH:25]=[CH:26][C:27]([NH2:28])=[CH:29][CH:30]=2)=[CH:23][CH:22]=1)=[O:10])[CH3:14]. (3) Given the reactants Cl[C:2]1[CH:21]=[CH:20][C:5]([C:6]([NH:8][CH2:9][C:10]2[CH:15]=[CH:14][C:13]([C:16]([F:19])([F:18])[F:17])=[CH:12][CH:11]=2)=[O:7])=[CH:4][N:3]=1.NC(N)=[S:24].CCO.Cl.O.C(=O)([O-])[O-].[Na+].[Na+].[OH-].[Na+], predict the reaction product. The product is: [SH:24][C:2]1[CH:21]=[CH:20][C:5]([C:6]([NH:8][CH2:9][C:10]2[CH:15]=[CH:14][C:13]([C:16]([F:19])([F:18])[F:17])=[CH:12][CH:11]=2)=[O:7])=[CH:4][N:3]=1.